Dataset: Forward reaction prediction with 1.9M reactions from USPTO patents (1976-2016). Task: Predict the product of the given reaction. (1) Given the reactants [CH3:1][O:2][C:3]([C@H:5]1[CH2:9][C@@H:8]([OH:10])[CH2:7][N:6]1[C:11]([C:24]1[CH:29]=[CH:28][CH:27]=[CH:26][CH:25]=1)([C:18]1[CH:23]=[CH:22][CH:21]=[CH:20][CH:19]=1)[C:12]1[CH:17]=[CH:16][CH:15]=[CH:14][CH:13]=1)=[O:4].CI.[H-].[Na+].[CH3:34]COC(C)=O, predict the reaction product. The product is: [CH3:1][O:2][C:3]([C@H:5]1[CH2:9][C@@H:8]([O:10][CH3:34])[CH2:7][N:6]1[C:11]([C:24]1[CH:29]=[CH:28][CH:27]=[CH:26][CH:25]=1)([C:12]1[CH:17]=[CH:16][CH:15]=[CH:14][CH:13]=1)[C:18]1[CH:19]=[CH:20][CH:21]=[CH:22][CH:23]=1)=[O:4]. (2) Given the reactants [CH3:1][O:2][C:3]1[CH:4]=[C:5]([CH2:11][CH2:12][CH:13]2[C:22]3[C:17](=[CH:18][C:19]([O:25][CH3:26])=[C:20]([O:23][CH3:24])[CH:21]=3)[CH2:16][CH2:15][NH:14]2)[CH:6]=[CH:7][C:8]=1[O:9][CH3:10].Br[CH:28]([C:33]1[CH:38]=[CH:37][CH:36]=[CH:35][CH:34]=1)[C:29]([O:31]C)=[O:30], predict the reaction product. The product is: [CH3:1][O:2][C:3]1[CH:4]=[C:5]([CH2:11][CH2:12][CH:13]2[C:22]3[C:17](=[CH:18][C:19]([O:25][CH3:26])=[C:20]([O:23][CH3:24])[CH:21]=3)[CH2:16][CH2:15][N:14]2[CH:28]([C:33]2[CH:38]=[CH:37][CH:36]=[CH:35][CH:34]=2)[C:29]([OH:31])=[O:30])[CH:6]=[CH:7][C:8]=1[O:9][CH3:10]. (3) Given the reactants [C:1]([O:5][C:6](=[O:47])[CH2:7][O:8][C:9]1[CH:14]=[CH:13][C:12]([NH:15]C(OCC2C=CC=CC=2)=O)=[C:11]([C:26]([N:28]2[CH2:33][CH2:32][CH:31]([N:34]3[CH2:46][CH2:45][CH2:44][C:36]4([C:40](=[O:41])[O:39][C:38]([CH3:43])([CH3:42])[CH2:37]4)[CH2:35]3)[CH2:30][CH2:29]2)=[O:27])[CH:10]=1)([CH3:4])([CH3:3])[CH3:2], predict the reaction product. The product is: [C:1]([O:5][C:6](=[O:47])[CH2:7][O:8][C:9]1[CH:14]=[CH:13][C:12]([NH2:15])=[C:11]([C:26]([N:28]2[CH2:29][CH2:30][CH:31]([N:34]3[CH2:46][CH2:45][CH2:44][C:36]4([C:40](=[O:41])[O:39][C:38]([CH3:42])([CH3:43])[CH2:37]4)[CH2:35]3)[CH2:32][CH2:33]2)=[O:27])[CH:10]=1)([CH3:2])([CH3:3])[CH3:4]. (4) Given the reactants [F-].C([N+:6](CCCC)(CCCC)CCCC)CCC.[Cl:19][C:20]1[CH:21]=[C:22]([C:27]2([CH2:38][CH2:39][O:40][Si](C(C)(C)C)(C3C=CC=CC=3)C3C=CC=CC=3)[CH2:29][C:28]2([C:34]([O:36][CH3:37])=[O:35])[C:30](OC)=[O:31])[CH:23]=[CH:24][C:25]=1[Cl:26].[NH4+].[OH-], predict the reaction product. The product is: [NH2:6][C:30]([C:28]1([C:34]([O:36][CH3:37])=[O:35])[CH2:29][C:27]1([C:22]1[CH:23]=[CH:24][C:25]([Cl:26])=[C:20]([Cl:19])[CH:21]=1)[CH2:38][CH2:39][OH:40])=[O:31]. (5) Given the reactants [O:1]=[C:2]=[N:3][CH:4]1[CH2:13][C:12](C)(C)[CH2:11][C:6](C)([CH2:7][N:8]=[C:9]=[O:10])C1.[N-]=C=O.O, predict the reaction product. The product is: [CH2:7]([N:8]=[C:9]=[O:10])[CH2:6][CH2:11][CH2:12][CH2:13][CH2:4][N:3]=[C:2]=[O:1]. (6) Given the reactants [F:1][C:2]1[CH:3]=[C:4]([C:8]2[CH:9]=[C:10]3[C:15](=[CH:16][CH:17]=2)[N:14]=[CH:13][CH:12]=[C:11]3[S:18][C:19]2([C:23]([O:25]CC)=[O:24])[CH2:22][CH2:21][CH2:20]2)[CH:5]=[CH:6][CH:7]=1.O.[OH-].[Li+].Cl, predict the reaction product. The product is: [F:1][C:2]1[CH:3]=[C:4]([C:8]2[CH:9]=[C:10]3[C:15](=[CH:16][CH:17]=2)[N:14]=[CH:13][CH:12]=[C:11]3[S:18][C:19]2([C:23]([OH:25])=[O:24])[CH2:20][CH2:21][CH2:22]2)[CH:5]=[CH:6][CH:7]=1.